The task is: Predict the reaction yield, written as a fraction of the theoretical maximum amount of product (1.0 means a 100% yield; for example, 0.34 means a 34% yield).. This data is from Reaction yield outcomes from USPTO patents with 853,638 reactions. (1) The reactants are [H-].[H-].[H-].[H-].[Li+].[Al+3].[NH:7]1[C:15]2[C:10](=[CH:11][CH:12]=[CH:13][CH:14]=2)[C:9]([CH:16]([CH3:19])[C:17]#[N:18])=[CH:8]1. The catalyst is C1COCC1. The product is [NH:7]1[C:15]2[C:10](=[CH:11][CH:12]=[CH:13][CH:14]=2)[C:9]([CH:16]([CH3:19])[CH2:17][NH2:18])=[CH:8]1. The yield is 0.820. (2) The reactants are [CH3:1][O:2][C:3]([C:5]1[CH:10]=[CH:9][C:8]([CH2:11][N:12]2[CH2:17][C@@H:16]3[CH2:18][C@H:13]2[CH2:14][N:15]3C(OC(C)(C)C)=O)=[CH:7][CH:6]=1)=[O:4].C([O-])([O-])=O.[K+].[K+]. The catalyst is Cl. The product is [C@H:13]12[CH2:18][C@H:16]([NH:15][CH2:14]1)[CH2:17][N:12]2[CH2:11][C:8]1[CH:9]=[CH:10][C:5]([C:3]([O:2][CH3:1])=[O:4])=[CH:6][CH:7]=1. The yield is 0.970. (3) The yield is 0.800. The product is [Cl:1][C:2]1[C:10]2[N:9]=[C:8]([O:11][C:12]3[C:17]([CH3:18])=[CH:16][C:15]([Cl:19])=[CH:14][C:13]=3[Cl:20])[N:7]([CH3:21])[C:6]=2[C:5]([CH:22]([CH2:25][CH3:26])[CH:23]=[O:24])=[CH:4][CH:3]=1. The catalyst is ClCCl. The reactants are [Cl:1][C:2]1[C:10]2[N:9]=[C:8]([O:11][C:12]3[C:17]([CH3:18])=[CH:16][C:15]([Cl:19])=[CH:14][C:13]=3[Cl:20])[N:7]([CH3:21])[C:6]=2[C:5]([CH:22]([CH2:25][CH3:26])[CH2:23][OH:24])=[CH:4][CH:3]=1.CC(OI1(OC(C)=O)(OC(C)=O)OC(=O)C2C=CC=CC1=2)=O.C(=O)([O-])O.[Na+]. (4) The reactants are [C:1]1([CH:7]2[CH2:11][NH:10][N:9]=[C:8]2[C:12]2[CH:22]=[CH:21][C:15]3[O:16][CH2:17][C:18](=[O:20])[NH:19][C:14]=3[CH:13]=2)[CH:6]=[CH:5][CH:4]=[CH:3][CH:2]=1.[F:23][C:24]([F:35])([F:34])[C:25](O[C:25](=[O:26])[C:24]([F:35])([F:34])[F:23])=[O:26].N1C=CC=CC=1. The catalyst is C1COCC1.CCOC(C)=O. The product is [C:1]1([CH:7]2[CH2:11][N:10]([C:25](=[O:26])[C:24]([F:35])([F:34])[F:23])[N:9]=[C:8]2[C:12]2[CH:22]=[CH:21][C:15]3[O:16][CH2:17][C:18](=[O:20])[NH:19][C:14]=3[CH:13]=2)[CH:2]=[CH:3][CH:4]=[CH:5][CH:6]=1. The yield is 0.500. (5) The reactants are [N+:1]([C:4]1[C:5]([NH2:10])=[N:6][CH:7]=[CH:8][CH:9]=1)([O-:3])=[O:2].CCN(C(C)C)C(C)C.Cl[CH2:21][CH2:22][C:23](Cl)=[O:24]. The catalyst is C1COCC1.O. The product is [N+:1]([C:4]1[C:5]([NH:10][C:23](=[O:24])[CH:22]=[CH2:21])=[N:6][CH:7]=[CH:8][CH:9]=1)([O-:3])=[O:2]. The yield is 0.210. (6) The reactants are [F:1][C:2]([F:11])([F:10])/[CH:3]=[CH:4]/[C:5]([O:7][CH2:8][CH3:9])=[O:6].[N+:12]([CH3:15])([O-:14])=[O:13].CN(C)C(=N)N(C)C.S(=O)(=O)(O)O. The catalyst is O. The product is [CH2:8]([O:7][C:5](=[O:6])[CH2:4][CH:3]([CH2:15][N+:12]([O-:14])=[O:13])[C:2]([F:10])([F:11])[F:1])[CH3:9]. The yield is 0.980. (7) The reactants are [NH:1]1[CH2:6][CH2:5][CH2:4][CH2:3][C@H:2]1[C:7]([OH:9])=[O:8].C(N(CC)CC)C.[C:17](Cl)(=[O:21])[CH:18]([CH3:20])[CH3:19]. The catalyst is O1CCOCC1.O. The product is [C:17]([N:1]1[CH2:6][CH2:5][CH2:4][CH2:3][C@H:2]1[C:7]([OH:9])=[O:8])(=[O:21])[CH:18]([CH3:20])[CH3:19]. The yield is 0.420. (8) The yield is 0.960. No catalyst specified. The reactants are [N+:1]([C:4]1[C:9]([O:10][CH3:11])=[CH:8][CH:7]=[CH:6][C:5]=1[OH:12])([O-:3])=[O:2].C(=O)(O)[O-].[Na+].[I:18]I. The product is [I:18][C:6]1[C:5]([OH:12])=[C:4]([N+:1]([O-:3])=[O:2])[C:9]([O:10][CH3:11])=[CH:8][CH:7]=1. (9) The reactants are O[CH2:2][C:3]([C:5]1[CH:10]=[CH:9][CH:8]=[CH:7][CH:6]=1)=[O:4].[C:11](=[O:14])([O-])[O-].[K+].[K+].[CH2:17](Br)[CH:18]=C.C(OCC)(=O)C. The catalyst is CC(C)=O. The product is [CH2:11]([O:14][C:8]1[CH:7]=[CH:6][C:5]([C:3](=[O:4])[CH3:2])=[CH:10][CH:9]=1)[CH:17]=[CH2:18]. The yield is 1.00. (10) The reactants are [CH3:1][C:2]1[N:7]2[CH:8]=[C:9](/[CH:11]=[CH:12]/[C:13]3[N:14]([CH3:23])[CH:15]=[C:16]([C:18]4[S:19][CH:20]=[CH:21][CH:22]=4)[N:17]=3)[N:10]=[C:6]2[N:5]=[C:4]([CH3:24])[CH:3]=1.[H][H]. The catalyst is CO.[Pd]. The product is [CH3:1][C:2]1[N:7]2[CH:8]=[C:9]([CH2:11][CH2:12][C:13]3[N:14]([CH3:23])[CH:15]=[C:16]([C:18]4[S:19][CH:20]=[CH:21][CH:22]=4)[N:17]=3)[N:10]=[C:6]2[N:5]=[C:4]([CH3:24])[CH:3]=1. The yield is 0.410.